Predict the product of the given reaction. From a dataset of Forward reaction prediction with 1.9M reactions from USPTO patents (1976-2016). (1) Given the reactants Br[C:2]1[S:25][C:5]2[N:6]=[CH:7][N:8]=[C:9]([N:10]3[CH2:15][CH2:14][CH:13]([CH2:16][O:17][CH2:18][CH2:19][N:20]4[CH2:24][CH2:23][CH2:22][CH2:21]4)[CH2:12][CH2:11]3)[C:4]=2[C:3]=1[C:26]1[CH:31]=[CH:30][CH:29]=[CH:28][CH:27]=1.C(=O)([O-])[O-].[Cs+].[Cs+].[C:38]([NH2:41])(=[O:40])[CH3:39].CC1(C)C2C(=C(P(C3C=CC=CC=3)C3C=CC=CC=3)C=CC=2)OC2C(P(C3C=CC=CC=3)C3C=CC=CC=3)=CC=CC1=2, predict the reaction product. The product is: [C:26]1([C:3]2[C:4]3[C:9]([N:10]4[CH2:15][CH2:14][CH:13]([CH2:16][O:17][CH2:18][CH2:19][N:20]5[CH2:24][CH2:23][CH2:22][CH2:21]5)[CH2:12][CH2:11]4)=[N:8][CH:7]=[N:6][C:5]=3[S:25][C:2]=2[NH:41][C:38](=[O:40])[CH3:39])[CH:31]=[CH:30][CH:29]=[CH:28][CH:27]=1. (2) Given the reactants [Br:1][C:2]1[CH:3]=[C:4]([NH:13][CH2:14][C:15]2[CH:25]=[CH:24][C:18]3[CH:19]=[C:20]([C:22]#[N:23])[O:21][C:17]=3[CH:16]=2)[CH:5]=[CH:6][C:7]=1[O:8][C:9]([F:12])([F:11])[F:10].[N-:26]=[N+:27]=[N-:28].[Na+].[Cl-].[NH4+], predict the reaction product. The product is: [N:23]1[NH:26][N:27]=[N:28][C:22]=1[C:20]1[O:21][C:17]2[CH:16]=[C:15]([CH2:14][NH:13][C:4]3[CH:5]=[CH:6][C:7]([O:8][C:9]([F:10])([F:11])[F:12])=[C:2]([Br:1])[CH:3]=3)[CH:25]=[CH:24][C:18]=2[CH:19]=1. (3) Given the reactants [CH3:1][C:2]1[CH:23]=[C:22]([CH3:24])[CH:21]=[C:20]([CH3:25])[C:3]=1[C:4]([P:6]([C:9](=[O:19])[C:10]1[C:15]([CH3:16])=[CH:14][C:13]([CH3:17])=[CH:12][C:11]=1[CH3:18])(=[O:8])[OH:7])=[O:5].[CH:26]1([NH2:32])[CH2:31][CH2:30][CH2:29][CH2:28][CH2:27]1, predict the reaction product. The product is: [CH:26]1([NH3+:32])[CH2:31][CH2:30][CH2:29][CH2:28][CH2:27]1.[CH3:1][C:2]1[CH:23]=[C:22]([CH3:24])[CH:21]=[C:20]([CH3:25])[C:3]=1[C:4]([P:6]([C:9](=[O:19])[C:10]1[C:11]([CH3:18])=[CH:12][C:13]([CH3:17])=[CH:14][C:15]=1[CH3:16])(=[O:7])[O-:8])=[O:5]. (4) Given the reactants [F:1][C:2]1[CH:12]=[CH:11][C:10]2=[C:13]3[C:3]=1[O:4][CH2:5][CH2:6][N:7]3[C:8]([CH:14]([NH2:16])[CH3:15])=[N:9]2.[NH2:17][C:18]1[C:23]([C:24]#[N:25])=[C:22](Cl)[N:21]=[CH:20][N:19]=1.CCN(C(C)C)C(C)C, predict the reaction product. The product is: [NH2:17][C:18]1[C:23]([C:24]#[N:25])=[C:22]([NH:16][CH:14]([C:8]2[N:7]3[C:13]4[C:3]([O:4][CH2:5][CH2:6]3)=[C:2]([F:1])[CH:12]=[CH:11][C:10]=4[N:9]=2)[CH3:15])[N:21]=[CH:20][N:19]=1. (5) Given the reactants [CH:1]([N-]C(C)C)(C)C.[Li+].[N:9]1([C:20]([O:22][C:23]([CH3:26])([CH3:25])[CH3:24])=[O:21])[CH2:14][CH2:13][CH2:12][CH:11]([C:15]([O:17][CH2:18][CH3:19])=[O:16])[CH2:10]1, predict the reaction product. The product is: [CH3:1][C:11]1([C:15]([O:17][CH2:18][CH3:19])=[O:16])[CH2:12][CH2:13][CH2:14][N:9]([C:20]([O:22][C:23]([CH3:25])([CH3:24])[CH3:26])=[O:21])[CH2:10]1. (6) Given the reactants [Cl:1][C:2]1[CH:3]=[C:4]([NH2:10])[CH:5]=[CH:6][C:7]=1[CH:8]=[CH2:9].C(N(C(C)C)CC)(C)C.[CH3:20][Si:21]([CH3:38])([CH3:37])[CH2:22][CH2:23][O:24][C:25](ON1C2C=CC=CC=2N=N1)=[O:26], predict the reaction product. The product is: [CH3:20][Si:21]([CH3:38])([CH3:37])[CH2:22][CH2:23][O:24][C:25](=[O:26])[NH:10][C:4]1[CH:5]=[CH:6][C:7]([CH:8]=[CH2:9])=[C:2]([Cl:1])[CH:3]=1. (7) The product is: [NH:36]1[CH:35]=[C:34]([C:2]2[CH:25]=[CH:24][C:5]([CH2:6][N:7]3[CH2:15][C:14]4[CH:13]=[CH:12][N:11]=[C:10]([O:16][CH2:17][CH:18]5[CH2:22][CH2:21][CH2:20][O:19]5)[C:9]=4[C:8]3=[O:23])=[CH:4][CH:3]=2)[CH:38]=[N:37]1. Given the reactants Br[C:2]1[CH:25]=[CH:24][C:5]([CH2:6][N:7]2[CH2:15][C:14]3[CH:13]=[CH:12][N:11]=[C:10]([O:16][CH2:17][CH:18]4[CH2:22][CH2:21][CH2:20][O:19]4)[C:9]=3[C:8]2=[O:23])=[CH:4][CH:3]=1.CC1(C)C(C)(C)OB([C:34]2[CH:35]=[N:36][N:37](C(OC(C)(C)C)=O)[CH:38]=2)O1.C(=O)([O-])[O-].[Na+].[Na+], predict the reaction product. (8) Given the reactants [CH2:1]([CH:3]([CH2:7][C:8]1[CH:13]=[CH:12][C:11]([O:14][CH3:15])=[C:10]([CH2:16][C:17](=[O:29])[NH:18][C:19]2[CH:24]=[CH:23][C:22]([C:25]([F:28])([F:27])[F:26])=[CH:21][CH:20]=2)[CH:9]=1)[C:4](O)=[O:5])[CH3:2].C(N(CC)CC)C.C(Cl)(=O)C(C)(C)C.CC(C)([O-])C.[K+].[CH2:50]([C@H:57]1[CH2:61][O:60][C:59](=[O:62])[NH:58]1)[C:51]1[CH:56]=[CH:55][CH:54]=[CH:53][CH:52]=1, predict the reaction product. The product is: [CH2:1]([CH:3]([CH2:7][C:8]1[CH:13]=[CH:12][C:11]([O:14][CH3:15])=[C:10]([CH2:16][C:17](=[O:29])[NH:18][C:19]2[CH:20]=[CH:21][C:22]([C:25]([F:27])([F:26])[F:28])=[CH:23][CH:24]=2)[CH:9]=1)[C:4]([N:58]1[C@@H:57]([CH2:50][C:51]2[CH:52]=[CH:53][CH:54]=[CH:55][CH:56]=2)[CH2:61][O:60][C:59]1=[O:62])=[O:5])[CH3:2].